From a dataset of Forward reaction prediction with 1.9M reactions from USPTO patents (1976-2016). Predict the product of the given reaction. (1) Given the reactants C[O:2][C:3]([C:5]1[S:6][C:7]([C:26]#[C:27][C:28]([CH3:31])([CH3:30])[CH3:29])=[CH:8][C:9]=1[N:10]1[CH:15]([CH:16]2[CH2:21][CH2:20][CH2:19][CH2:18][CH2:17]2)[CH2:14][O:13][C@H:12]([CH2:22][CH:23]=[CH2:24])[C:11]1=[O:25])=[O:4].B1C2CCCC1CCC2.[OH-:41].[Na+].OO, predict the reaction product. The product is: [CH:16]1([C@H:15]2[N:10]([C:9]3[CH:8]=[C:7]([C:26]#[C:27][C:28]([CH3:30])([CH3:29])[CH3:31])[S:6][C:5]=3[C:3]([OH:2])=[O:4])[C:11](=[O:25])[C@@H:12]([CH2:22][CH2:23][CH2:24][OH:41])[O:13][CH2:14]2)[CH2:17][CH2:18][CH2:19][CH2:20][CH2:21]1.[CH:16]1([C@H:15]2[N:10]([C:9]3[CH:8]=[C:7]([C:26]#[C:27][C:28]([CH3:30])([CH3:29])[CH3:31])[S:6][C:5]=3[C:3]([OH:2])=[O:4])[C:11](=[O:25])[C@H:12]([CH2:22][CH2:23][CH2:24][OH:41])[O:13][CH2:14]2)[CH2:17][CH2:18][CH2:19][CH2:20][CH2:21]1. (2) Given the reactants [CH3:1][O:2][C:3]1[CH:8]=[CH:7][C:6]([C:9]([C:11]2[CH:16]=[CH:15][C:14]([O:17][CH2:18][C:19]3[N:20]=[C:21]([C:25]4[CH:30]=[CH:29][CH:28]=[CH:27][CH:26]=4)[O:22][C:23]=3[CH3:24])=[CH:13][CH:12]=2)=[O:10])=[C:5]([O:31]COC)[CH:4]=1.Cl, predict the reaction product. The product is: [OH:31][C:5]1[CH:4]=[C:3]([O:2][CH3:1])[CH:8]=[CH:7][C:6]=1[C:9]([C:11]1[CH:12]=[CH:13][C:14]([O:17][CH2:18][C:19]2[N:20]=[C:21]([C:25]3[CH:26]=[CH:27][CH:28]=[CH:29][CH:30]=3)[O:22][C:23]=2[CH3:24])=[CH:15][CH:16]=1)=[O:10]. (3) Given the reactants FC(F)(F)C(OC(=O)C(F)(F)F)=O.CCN(C(C)C)C(C)C.[F:23][C:24]1[CH:29]=[CH:28][C:27]([C:30]2[O:31][C:32]3[CH:41]=[C:40]([NH:42][S:43]([CH3:46])(=[O:45])=[O:44])[C:39]([O:47][CH:48]([CH3:50])[CH3:49])=[CH:38][C:33]=3[C:34]=2[C:35]([NH2:37])=O)=[CH:26][CH:25]=1, predict the reaction product. The product is: [C:35]([C:34]1[C:33]2[CH:38]=[C:39]([O:47][CH:48]([CH3:50])[CH3:49])[C:40]([NH:42][S:43]([CH3:46])(=[O:45])=[O:44])=[CH:41][C:32]=2[O:31][C:30]=1[C:27]1[CH:26]=[CH:25][C:24]([F:23])=[CH:29][CH:28]=1)#[N:37]. (4) Given the reactants [C:1]([O:5][C:6]([N:8]1[CH2:12][C@@H:11]([CH2:13][N:14]([CH:31]([CH3:33])[CH3:32])[C:15](=[O:30])[C:16]2[CH:21]=[CH:20][C:19]([O:22][CH3:23])=[C:18]([O:24][CH2:25][CH2:26][CH2:27][O:28][CH3:29])[CH:17]=2)[C@H:10]([NH2:34])[CH2:9]1)=[O:7])([CH3:4])([CH3:3])[CH3:2].[CH2:35]([N:42]=[C:43]=[O:44])[C:36]1[CH:41]=[CH:40][CH:39]=[CH:38][CH:37]=1, predict the reaction product. The product is: [C:1]([O:5][C:6]([N:8]1[CH2:12][C@@H:11]([CH2:13][N:14]([CH:31]([CH3:32])[CH3:33])[C:15](=[O:30])[C:16]2[CH:21]=[CH:20][C:19]([O:22][CH3:23])=[C:18]([O:24][CH2:25][CH2:26][CH2:27][O:28][CH3:29])[CH:17]=2)[C@H:10]([NH:34][C:43]([NH:42][CH2:35][C:36]2[CH:41]=[CH:40][CH:39]=[CH:38][CH:37]=2)=[O:44])[CH2:9]1)=[O:7])([CH3:3])([CH3:4])[CH3:2]. (5) Given the reactants C1(P(C2C=CC=CC=2)CCCP(C2C=CC=CC=2)C2C=CC=CC=2)C=CC=CC=1.Br[C:31]1[C:39]2[C:34](=[N:35][CH:36]=[C:37]([C:40]3[CH:41]=[C:42]([CH:50]=[CH:51][C:52]=3[CH3:53])[C:43]([O:45][C:46]([CH3:49])([CH3:48])[CH3:47])=[O:44])[CH:38]=2)[O:33][C:32]=1[C:54]1[CH:59]=[CH:58][C:57]([F:60])=[CH:56][CH:55]=1, predict the reaction product. The product is: [C:46]([O:45][C:43]([C:42]1[CH:50]=[CH:51][C:52]([CH3:53])=[C:40]([C:37]2[CH:38]=[C:39]3[C:31]([C:43]([O:45][CH3:46])=[O:44])=[C:32]([C:54]4[CH:55]=[CH:56][C:57]([F:60])=[CH:58][CH:59]=4)[O:33][C:34]3=[N:35][CH:36]=2)[CH:41]=1)=[O:44])([CH3:48])([CH3:49])[CH3:47]. (6) Given the reactants [OH:1][C@H:2]1[CH2:6][N:5]([C:7](=[O:12])[C@@H:8]([NH:10][CH3:11])[CH3:9])[C@H:4]([C:13]([NH:15][CH2:16][C:17]2[CH:22]=[CH:21][C:20]([C:23]3[S:27][CH:26]=[N:25][C:24]=3[CH3:28])=[CH:19][CH:18]=2)=[O:14])[CH2:3]1.CCN(C(C)C)C(C)C.[CH3:38][C:39]1([C:43](O)=[O:44])[CH2:42][O:41][CH2:40]1.CN(C(ON1N=NC2C=CC=NC1=2)=[N+](C)C)C.F[P-](F)(F)(F)(F)F, predict the reaction product. The product is: [CH3:11][N:10]([C@@H:8]([CH3:9])[C:7]([N:5]1[CH2:6][C@H:2]([OH:1])[CH2:3][C@H:4]1[C:13]([NH:15][CH2:16][C:17]1[CH:22]=[CH:21][C:20]([C:23]2[S:27][CH:26]=[N:25][C:24]=2[CH3:28])=[CH:19][CH:18]=1)=[O:14])=[O:12])[C:43]([C:39]1([CH3:38])[CH2:42][O:41][CH2:40]1)=[O:44]. (7) Given the reactants Cl[C:2](Cl)([O:4]C(=O)OC(Cl)(Cl)Cl)Cl.[F:13][C:14]([F:22])([F:21])[CH:15]([OH:20])[C:16]([F:19])([F:18])[F:17].C(N(C(C)C)C(C)C)C.[Cl:32][C:33]1[CH:38]=[C:37]([N:39]2[CH2:43][CH2:42][CH2:41][CH2:40]2)[CH:36]=[CH:35][C:34]=1[CH2:44][N:45]1[CH2:50][CH2:49][NH:48][CH2:47][CH2:46]1, predict the reaction product. The product is: [Cl:32][C:33]1[CH:38]=[C:37]([N:39]2[CH2:43][CH2:42][CH2:41][CH2:40]2)[CH:36]=[CH:35][C:34]=1[CH2:44][N:45]1[CH2:46][CH2:47][N:48]([C:2]([O:20][CH:15]([C:16]([F:19])([F:18])[F:17])[C:14]([F:22])([F:21])[F:13])=[O:4])[CH2:49][CH2:50]1. (8) Given the reactants [F:1][C:2]1[CH:7]=[CH:6][CH:5]=[CH:4][C:3]=1[C:8]1[CH:13]=[CH:12][C:11]([O:14][CH2:15][C:16]2[CH:21]=[CH:20][C:19]([C:22]3[CH:23]=[CH:24][C:25]([C:28]#[N:29])=[N:26][CH:27]=3)=[CH:18][CH:17]=2)=[CH:10][C:9]=1[C:30]([F:33])([F:32])[F:31].[NH4+].[Cl-].[N-:36]=[N+:37]=[N-:38].[Na+], predict the reaction product. The product is: [F:1][C:2]1[CH:7]=[CH:6][CH:5]=[CH:4][C:3]=1[C:8]1[CH:13]=[CH:12][C:11]([O:14][CH2:15][C:16]2[CH:17]=[CH:18][C:19]([C:22]3[CH:23]=[CH:24][C:25]([C:28]4[NH:38][N:37]=[N:36][N:29]=4)=[N:26][CH:27]=3)=[CH:20][CH:21]=2)=[CH:10][C:9]=1[C:30]([F:33])([F:31])[F:32].